Dataset: Orexin1 receptor HTS with 218,158 compounds and 233 confirmed actives. Task: Binary Classification. Given a drug SMILES string, predict its activity (active/inactive) in a high-throughput screening assay against a specified biological target. (1) The drug is O1C(CN2C(\C(C(=O)C2=O)=C(\O)c2ccccc2)c2c([N+]([O-])=O)cccc2)CCC1. The result is 0 (inactive). (2) The compound is s1c(CC)cc(c1N)C(OCC)=O. The result is 0 (inactive). (3) The molecule is S(CC(=O)N(Cc1ccccc1)CC)c1nc([nH]n1)N. The result is 0 (inactive). (4) The molecule is S\1C(CC(=O)NCC2CCCCC2)C(=O)N(C1=N/c1ccccc1)C. The result is 0 (inactive). (5) The drug is OC(Cn1c2c(nc1C)cccc2)c1ccccc1. The result is 0 (inactive). (6) The molecule is S=C(N1CCCCCC1)Nc1cc2nsnc2cc1. The result is 0 (inactive). (7) The compound is Clc1cc(/C=C\c2[nH]c(=O)c([N+]([O-])=O)c(O)n2)ccc1. The result is 0 (inactive). (8) The molecule is OC(CCN1CCCCC1)(CCC)c1ccc(OCCC)cc1. The result is 0 (inactive). (9) The result is 0 (inactive). The compound is s1c(C2(ON=C(C2)c2ccccc2)C)c(nc1C(=O)Nc1ccc(OC)cc1)C.